Task: Predict the reactants needed to synthesize the given product.. Dataset: Full USPTO retrosynthesis dataset with 1.9M reactions from patents (1976-2016) Given the product [Br:1][C:2]1[CH:3]=[CH:4][C:5]([C:8]([Cl:14])=[O:10])=[N:6][CH:7]=1, predict the reactants needed to synthesize it. The reactants are: [Br:1][C:2]1[CH:3]=[CH:4][C:5]([C:8]([OH:10])=O)=[N:6][CH:7]=1.C(Cl)(=O)C([Cl:14])=O.